Dataset: Full USPTO retrosynthesis dataset with 1.9M reactions from patents (1976-2016). Task: Predict the reactants needed to synthesize the given product. (1) Given the product [CH3:7][N:8]1[C:12]([C:13]2[S:14][CH:15]=[CH:16][CH:17]=2)=[N:11][N:10]=[C:9]1[S:18][CH:2]([CH3:6])[C:3]([OH:5])=[O:4], predict the reactants needed to synthesize it. The reactants are: Cl[C@H:2]([CH3:6])[C:3]([OH:5])=[O:4].[CH3:7][N:8]1[C:12]([C:13]2[S:14][CH:15]=[CH:16][CH:17]=2)=[N:11][N:10]=[C:9]1[SH:18].C(=O)([O-])[O-].[K+].[K+]. (2) Given the product [O:3]1[C:7]2[CH:8]=[CH:9][C:10]([N:12]3[C:20]4[C:19]5[CH:21]=[C:22]([NH:25][C:26]([C:28]6[C:33]([Cl:34])=[CH:32][CH:31]=[C:30]([NH:2][CH3:1])[N:29]=6)=[O:27])[CH:23]=[CH:24][C:18]=5[CH2:17][CH2:16][C:15]=4[C:14]([C:36]([NH2:38])=[O:37])=[N:13]3)=[CH:11][C:6]=2[O:5][CH2:4]1, predict the reactants needed to synthesize it. The reactants are: [CH3:1][NH2:2].[O:3]1[C:7]2[CH:8]=[CH:9][C:10]([N:12]3[C:20]4[C:19]5[CH:21]=[C:22]([NH:25][C:26]([C:28]6[C:33]([Cl:34])=[CH:32][CH:31]=[C:30](Cl)[N:29]=6)=[O:27])[CH:23]=[CH:24][C:18]=5[CH2:17][CH2:16][C:15]=4[C:14]([C:36]([NH2:38])=[O:37])=[N:13]3)=[CH:11][C:6]=2[O:5][CH2:4]1. (3) Given the product [CH3:13][O:14][C:15]1[CH:16]=[C:17]2[C:21](=[CH:22][CH:23]=1)[NH:20][CH:19]=[C:18]2[CH2:24][C:25]([N:45]1[CH2:46][CH2:47][N:42]([C:39]2[CH:38]=[CH:37][C:36]([N+:33]([O-:35])=[O:34])=[CH:41][CH:40]=2)[CH2:43][CH2:44]1)=[O:27], predict the reactants needed to synthesize it. The reactants are: C(N1C=CN=C1)(N1C=CN=C1)=O.[CH3:13][O:14][C:15]1[CH:16]=[C:17]2[C:21](=[CH:22][CH:23]=1)[NH:20][CH:19]=[C:18]2[CH2:24][C:25]([OH:27])=O.C1COCC1.[N+:33]([C:36]1[CH:41]=[CH:40][C:39]([N:42]2[CH2:47][CH2:46][NH:45][CH2:44][CH2:43]2)=[CH:38][CH:37]=1)([O-:35])=[O:34]. (4) Given the product [F:28][C:2]([F:1])([F:27])[C:3]1[CH:4]=[C:5]([CH:24]=[CH:25][CH:26]=1)[CH2:6][NH:7][C:8]([C:9]1[CH:14]=[CH:13][N:12]=[C:11]([C:15]2[CH:20]=[C:19]([F:21])[CH:18]=[CH:17][C:16]=2[NH:22][C:42]([C:41]2[CH:40]=[C:39]([CH:47]=[CH:46][CH:45]=2)[CH2:38][S:37][CH2:36][CH2:35][C:34]([O:33][C:29]([CH3:32])([CH3:30])[CH3:31])=[O:48])=[O:43])[CH:10]=1)=[O:23], predict the reactants needed to synthesize it. The reactants are: [F:1][C:2]([F:28])([F:27])[C:3]1[CH:4]=[C:5]([CH:24]=[CH:25][CH:26]=1)[CH2:6][NH:7][C:8](=[O:23])[C:9]1[CH:14]=[CH:13][N:12]=[C:11]([C:15]2[CH:20]=[C:19]([F:21])[CH:18]=[CH:17][C:16]=2[NH2:22])[CH:10]=1.[C:29]([O:33][C:34](=[O:48])[CH2:35][CH2:36][S:37][CH2:38][C:39]1[CH:40]=[C:41]([CH:45]=[CH:46][CH:47]=1)[C:42](O)=[O:43])([CH3:32])([CH3:31])[CH3:30].CCN=C=NCCCN(C)C.Cl. (5) Given the product [O:1]1[C:10]2[CH:9]=[C:8]([CH2:11][NH:12][CH:20]3[CH2:25][CH2:24][N:23]([CH2:26][CH2:27][N:28]4[C:33]5[N:34]=[C:35]([O:38][CH3:39])[N:36]=[CH:37][C:32]=5[CH:31]=[CH:30][C:29]4=[O:40])[CH2:22][CH2:21]3)[N:7]=[CH:6][C:5]=2[O:4][CH2:3][CH2:2]1, predict the reactants needed to synthesize it. The reactants are: [O:1]1[C:10]2[CH:9]=[C:8]([CH2:11][N:12]([CH:20]3[CH2:25][CH2:24][N:23]([CH2:26][CH2:27][N:28]4[C:33]5[N:34]=[C:35]([O:38][CH3:39])[N:36]=[CH:37][C:32]=5[CH:31]=[CH:30][C:29]4=[O:40])[CH2:22][CH2:21]3)C(=O)OC(C)(C)C)[N:7]=[CH:6][C:5]=2[O:4][CH2:3][CH2:2]1.[OH-].[Na+]. (6) Given the product [F:34][C:31]([F:33])([F:32])[C:26]1[CH:27]=[CH:28][CH:29]=[C:30]2[C:25]=1[N:24]=[CH:23][CH:22]=[C:21]2[O:20][CH2:19][CH2:18][CH2:17][CH2:16][CH2:15][O:14][C:10]1[C:11](=[O:13])[CH:12]=[C:7]([CH2:6][N:39]2[CH2:40][CH2:41][N:36]([CH3:35])[CH2:37][CH2:38]2)[O:8][CH:9]=1, predict the reactants needed to synthesize it. The reactants are: CS(O[CH2:6][C:7]1[O:8][CH:9]=[C:10]([O:14][CH2:15][CH2:16][CH2:17][CH2:18][CH2:19][O:20][C:21]2[C:30]3[C:25](=[C:26]([C:31]([F:34])([F:33])[F:32])[CH:27]=[CH:28][CH:29]=3)[N:24]=[CH:23][CH:22]=2)[C:11](=[O:13])[CH:12]=1)(=O)=O.[CH3:35][N:36]1[CH2:41][CH2:40][NH:39][CH2:38][CH2:37]1. (7) Given the product [CH3:1][O:2][CH2:3][C:4]#[C:5][C:6]1[CH:7]=[C:8]([C:12]2[CH:13]=[C:14]3[C:41](=[CH:42][CH:43]=2)[O:40][CH2:39][C:35]2([CH2:38][O:37][CH2:36]2)[C:15]23[CH2:19][O:18][C:17]([NH2:20])=[N:16]2)[CH:9]=[N:10][CH:11]=1, predict the reactants needed to synthesize it. The reactants are: [CH3:1][O:2][CH2:3][C:4]#[C:5][C:6]1[CH:7]=[C:8]([C:12]2[CH:13]=[C:14]3[C:41](=[CH:42][CH:43]=2)[O:40][CH2:39][C:35]2([CH2:38][O:37][CH2:36]2)[C:15]23[CH2:19][O:18][C:17]([N:20](C(OC(C)(C)C)=O)C(OC(C)(C)C)=O)=[N:16]2)[CH:9]=[N:10][CH:11]=1.